This data is from Cav3 T-type calcium channel HTS with 100,875 compounds. The task is: Binary Classification. Given a drug SMILES string, predict its activity (active/inactive) in a high-throughput screening assay against a specified biological target. (1) The drug is s1c(NC(=O)CCC(=O)N(CC(=O)NCC2OCCC2)c2ccc(OC)cc2)ncc1. The result is 0 (inactive). (2) The molecule is O(CCCNc1[nH]c2c(n1)cccc2)CC. The result is 0 (inactive). (3) The molecule is S(Cc1cc(c(NC(=O)COc2ccccc2)cc1)C)c1ccccc1. The result is 0 (inactive). (4) The molecule is Fc1ccc(C(=O)C2=C(N3CCCC3)CCc3c2cccc3)cc1. The result is 0 (inactive). (5) The compound is S(C(CC)C(OC)=O)c1nc2n([nH]cc2c(=O)n1)c1ccccc1. The result is 0 (inactive). (6) The compound is s1c2nc3c(CN(CC3)C)c(c2c(N)c1C(=O)NC(C)C)c1sccc1. The result is 0 (inactive).